This data is from Full USPTO retrosynthesis dataset with 1.9M reactions from patents (1976-2016). The task is: Predict the reactants needed to synthesize the given product. (1) Given the product [C:33]([O:32][C:30]([C:29]1[C:28]([OH:37])=[C:27]([C:45]([F:46])([F:47])[F:48])[CH:26]=[CH:25][C:24]=1[CH2:23][O:1][C:2]1[CH:7]=[CH:6][C:5]([C:8]2[CH:13]=[CH:12][C:11]([CH2:14][C:15]([OH:17])=[O:16])=[CH:10][C:9]=2[N+:19]([O-:21])=[O:20])=[CH:4][CH:3]=1)=[O:31])([CH3:36])([CH3:34])[CH3:35], predict the reactants needed to synthesize it. The reactants are: [OH:1][C:2]1[CH:7]=[CH:6][C:5]([C:8]2[CH:13]=[CH:12][C:11]([CH2:14][C:15]([O:17]C)=[O:16])=[CH:10][C:9]=2[N+:19]([O-:21])=[O:20])=[CH:4][CH:3]=1.Br[CH2:23][C:24]1[C:29]([C:30]([O:32][C:33]([CH3:36])([CH3:35])[CH3:34])=[O:31])=[C:28]([O:37]C(OC(C)(C)C)=O)[C:27]([C:45]([F:48])([F:47])[F:46])=[CH:26][CH:25]=1. (2) Given the product [Br:32][CH2:26][C:17]1[C:7]2[C:8](=[O:16])[C:9]([C:11](=[O:15])[CH:12]([CH3:14])[CH3:13])=[CH:10][N:5]([CH2:4][C:3]3[C:2]([F:1])=[CH:30][CH:29]=[CH:28][C:27]=3[F:31])[C:6]=2[S:19][C:18]=1[C:20]1[CH:21]=[CH:22][CH:23]=[CH:24][CH:25]=1, predict the reactants needed to synthesize it. The reactants are: [F:1][C:2]1[CH:30]=[CH:29][CH:28]=[C:27]([F:31])[C:3]=1[CH2:4][N:5]1[CH:10]=[C:9]([C:11](=[O:15])[CH:12]([CH3:14])[CH3:13])[C:8](=[O:16])[C:7]2[C:17]([CH3:26])=[C:18]([C:20]3[CH:25]=[CH:24][CH:23]=[CH:22][CH:21]=3)[S:19][C:6]1=2.[Br:32]N1C(=O)CCC1=O.CC(CC(C)C)C#N.C(OC)(=O)C. (3) Given the product [CH:1]1([CH2:7][O:8][C:10]2[CH:11]=[C:12]([CH:18]=[CH:19][CH:20]=2)[C:13]([O:15][CH2:16][CH3:17])=[O:14])[CH2:6][CH2:5][CH2:4][CH2:3][CH2:2]1, predict the reactants needed to synthesize it. The reactants are: [CH:1]1([CH2:7][OH:8])[CH2:6][CH2:5][CH2:4][CH2:3][CH2:2]1.O[C:10]1[CH:11]=[C:12]([CH:18]=[CH:19][CH:20]=1)[C:13]([O:15][CH2:16][CH3:17])=[O:14].C(P(CCCC)CCCC)CCC.C1CCN(C(N=NC(N2CCCCC2)=O)=O)CC1. (4) Given the product [Cl:48][C:49]1[CH:54]=[C:53]([O:55][CH3:56])[CH:52]=[CH:51][C:50]=1[C:31]1[N:32]=[C:33]([CH2:46][CH3:47])[C:34]([NH:39][C@H:40]2[CH2:44][O:43][CH2:42][C@H:41]2[OH:45])=[N:35][C:36]=1[CH2:37][CH3:38], predict the reactants needed to synthesize it. The reactants are: ClC1C=C(Cl)C=CC=1C1N=C(CC)C(N[C@@H]2C3C(=CC=CC=3)C[C@@H]2O)=NC=1CC.Br[C:31]1[N:32]=[C:33]([CH2:46][CH3:47])[C:34]([NH:39][C@H:40]2[CH2:44][O:43][CH2:42][C@H:41]2[OH:45])=[N:35][C:36]=1[CH2:37][CH3:38].[Cl:48][C:49]1[CH:54]=[C:53]([O:55][CH3:56])[CH:52]=[CH:51][C:50]=1B(O)O. (5) Given the product [CH2:1]([N:8]1[CH2:15][CH:14]2[CH:10]([CH2:11][CH2:12][C:13]2=[O:16])[CH2:9]1)[C:2]1[CH:3]=[CH:4][CH:5]=[CH:6][CH:7]=1, predict the reactants needed to synthesize it. The reactants are: [CH2:1]([N:8]1[CH2:15][CH:14]2[CH:10]([CH:11]=[CH:12][C:13]2=[O:16])[CH2:9]1)[C:2]1[CH:7]=[CH:6][CH:5]=[CH:4][CH:3]=1.[H][H]. (6) Given the product [OH:13][CH2:12][CH:10]1[CH2:11][N:8]([C:1]([O:3][C:4]([CH3:7])([CH3:6])[CH3:5])=[O:2])[CH2:9]1, predict the reactants needed to synthesize it. The reactants are: [C:1]([N:8]1[CH2:11][CH:10]([C:12](O)=[O:13])[CH2:9]1)([O:3][C:4]([CH3:7])([CH3:6])[CH3:5])=[O:2].CN1CCOCC1.ClC(OCC)=O.[BH4-].[Na+]. (7) Given the product [O:23]1[CH2:27][CH2:26][CH:25]([CH2:28][NH:29][C:12](=[O:14])/[CH:11]=[CH:10]/[CH2:9][CH2:8][CH2:7][C:1]2[CH:2]=[CH:3][CH:4]=[CH:5][CH:6]=2)[CH2:24]1, predict the reactants needed to synthesize it. The reactants are: [C:1]1([CH2:7][CH2:8][CH2:9]/[CH:10]=[CH:11]/[C:12]([OH:14])=O)[CH:6]=[CH:5][CH:4]=[CH:3][CH:2]=1.C(N(CC)CC)C.Cl.[O:23]1[CH2:27][CH2:26][CH:25]([CH2:28][NH2:29])[CH2:24]1.Cl.C(N=C=NCCCN(C)C)C.